Dataset: Reaction yield outcomes from USPTO patents with 853,638 reactions. Task: Predict the reaction yield, written as a fraction of the theoretical maximum amount of product (1.0 means a 100% yield; for example, 0.34 means a 34% yield). (1) The reactants are [H-].[Na+].[F:3][C:4]([F:25])([F:24])[C:5]1[C:13]2[C:8](=[N:9][CH:10]=[CH:11][C:12]=2[C:14]2[CH:15]=[N:16][C:17]3[C:22]([CH:23]=2)=[CH:21][CH:20]=[CH:19][CH:18]=3)[NH:7][N:6]=1.[Br:26][C:27]1[CH:34]=[C:33](F)[CH:32]=[CH:31][C:28]=1[C:29]#[N:30].O. The catalyst is CN(C)C=O. The product is [Br:26][C:27]1[CH:34]=[C:33]([N:7]2[C:8]3=[N:9][CH:10]=[CH:11][C:12]([C:14]4[CH:15]=[N:16][C:17]5[C:22]([CH:23]=4)=[CH:21][CH:20]=[CH:19][CH:18]=5)=[C:13]3[C:5]([C:4]([F:24])([F:3])[F:25])=[N:6]2)[CH:32]=[CH:31][C:28]=1[C:29]#[N:30]. The yield is 0.380. (2) The reactants are Cl[C:2]1[CH:7]=[CH:6][CH:5]=[CH:4][C:3]=1[C:8]1[S:9][CH2:10][CH:11]([C:13]2[CH:18]=[CH:17][CH:16]=[CH:15][C:14]=2[F:19])[N:12]=1.CN(C)C1C=CC=CC=1.Cl[C:30]([N:32]=[C:33]=[O:34])=[O:31].[Cl:35][CH2:36]Cl. No catalyst specified. The product is [Cl:35][C:36]1[CH:2]=[CH:7][CH:6]=[CH:5][C:4]=1[C:3]1[C:30](=[O:31])[NH:32][C:33](=[O:34])[N:12]2[CH:11]([C:13]3[CH:18]=[CH:17][CH:16]=[CH:15][C:14]=3[F:19])[CH2:10][S:9][C:8]=12. The yield is 0.670.